From a dataset of Forward reaction prediction with 1.9M reactions from USPTO patents (1976-2016). Predict the product of the given reaction. (1) Given the reactants [C:1]([NH:8][C@@H:9]([C:13]([NH2:15])=O)[CH:10]([CH3:12])[CH3:11])([O:3][C:4]([CH3:7])([CH3:6])[CH3:5])=[O:2].F[P-](F)(F)(F)(F)F.[CH2:23]([NH2:30])[C:24]1[CH:29]=[CH:28][CH:27]=[CH:26][CH:25]=1.CCO, predict the reaction product. The product is: [C:4]([O:3][C:1](=[O:2])[NH:8][C@@H:9]([C:13](=[NH:15])[NH:30][CH2:23][C:24]1[CH:29]=[CH:28][CH:27]=[CH:26][CH:25]=1)[CH:10]([CH3:12])[CH3:11])([CH3:7])([CH3:6])[CH3:5]. (2) Given the reactants [NH2:1][C:2]1[CH:7]=[C:6]([Br:8])[CH:5]=[CH:4][C:3]=1[OH:9].Br[CH:11]([CH2:17]Br)[C:12]([O:14][CH2:15][CH3:16])=[O:13].C(=O)([O-])[O-].[K+].[K+], predict the reaction product. The product is: [CH2:15]([O:14][C:12]([CH:11]1[CH2:17][NH:1][C:2]2[CH:7]=[C:6]([Br:8])[CH:5]=[CH:4][C:3]=2[O:9]1)=[O:13])[CH3:16]. (3) The product is: [Cl:1][C:2]1[CH:7]=[CH:6][CH:5]=[CH:4][C:3]=1[CH2:8][NH:9][C:10]([C:12]1[CH:16]=[CH:15][N:14]([S:24]([C:20]2[CH:21]=[CH:22][CH:23]=[C:18]([Cl:17])[CH:19]=2)(=[O:26])=[O:25])[N:13]=1)=[O:11]. Given the reactants [Cl:1][C:2]1[CH:7]=[CH:6][CH:5]=[CH:4][C:3]=1[CH2:8][NH:9][C:10]([C:12]1[CH:16]=[CH:15][NH:14][N:13]=1)=[O:11].[Cl:17][C:18]1[CH:19]=[C:20]([S:24](Cl)(=[O:26])=[O:25])[CH:21]=[CH:22][CH:23]=1, predict the reaction product. (4) Given the reactants Br[CH2:2][C:3]1[S:4][C:5]2[C:10]([N:11]3[CH2:16][CH2:15][O:14][CH2:13][CH2:12]3)=[N:9][C:8]([Cl:17])=[N:7][C:6]=2[N:18]=1.C([O-])([O-])=O.[K+].[K+].[C:25]1(=[O:35])[NH:29][C:28](=[O:30])[C:27]2=[CH:31][CH:32]=[CH:33][CH:34]=[C:26]12, predict the reaction product. The product is: [Cl:17][C:8]1[N:9]=[C:10]([N:11]2[CH2:16][CH2:15][O:14][CH2:13][CH2:12]2)[C:5]2[S:4][C:3]([CH2:2][N:29]3[C:25](=[O:35])[C:26]4[C:27](=[CH:31][CH:32]=[CH:33][CH:34]=4)[C:28]3=[O:30])=[N:18][C:6]=2[N:7]=1. (5) Given the reactants [Cl:1][C:2]1[N:3]=[C:4]2[C:9](=[CH:10][CH:11]=1)[N:8]=[CH:7][C:6]([C:12](=[O:14])[CH3:13])=[C:5]2[NH:15][C@H:16]1[CH2:21][CH2:20][C@H:19]([CH2:22][N:23]([CH3:25])[CH3:24])[CH2:18][CH2:17]1.[Cl:26][C:27]1[CH:32]=[C:31](B2OC(C)(C)C(C)(C)O2)[CH:30]=[C:29]([Cl:42])[C:28]=1[OH:43].C1(N)C(F)=C(F)C(F)=C(N)C=1F.Cl.Cl, predict the reaction product. The product is: [ClH:1].[ClH:26].[Cl:26][C:27]1[CH:32]=[C:31]([C:2]2[N:3]=[C:4]3[C:9](=[CH:10][CH:11]=2)[N:8]=[CH:7][C:6]([C:12](=[O:14])[CH3:13])=[C:5]3[NH:15][C@H:16]2[CH2:17][CH2:18][C@H:19]([CH2:22][N:23]([CH3:24])[CH3:25])[CH2:20][CH2:21]2)[CH:30]=[C:29]([Cl:42])[C:28]=1[OH:43]. (6) Given the reactants [Cl:1][C:2]1[CH:10]=[C:9]2[C:5]([C:6]([C:11]([OH:13])=O)=[CH:7][NH:8]2)=[CH:4][CH:3]=1.ClC(N(C)C)=C(C)C.[NH:22]1[CH2:27][CH2:26][C:25]2([C:35]3[C:30](=[CH:31][CH:32]=[CH:33][CH:34]=3)[C:29](=[O:36])[NH:28]2)[CH2:24][CH2:23]1.C(N(CC)CC)C, predict the reaction product. The product is: [Cl:1][C:2]1[CH:10]=[C:9]2[C:5]([C:6]([C:11]([N:22]3[CH2:27][CH2:26][C:25]4([C:35]5[C:30](=[CH:31][CH:32]=[CH:33][CH:34]=5)[C:29](=[O:36])[NH:28]4)[CH2:24][CH2:23]3)=[O:13])=[CH:7][NH:8]2)=[CH:4][CH:3]=1. (7) Given the reactants C1COCC1.[O:6]1[CH2:10][CH2:9][O:8][CH:7]1[C:11]1[CH:16]=[CH:15][C:14]([N:17]2[CH:21]=[CH:20][N:19]=[CH:18]2)=[C:13]([O:22][CH3:23])[CH:12]=1.C([Li])CCC.[Cl:29]C(Cl)(Cl)C(Cl)(Cl)Cl, predict the reaction product. The product is: [Cl:29][C:18]1[N:17]([C:14]2[CH:15]=[CH:16][C:11]([CH:7]3[O:6][CH2:10][CH2:9][O:8]3)=[CH:12][C:13]=2[O:22][CH3:23])[CH:21]=[CH:20][N:19]=1. (8) Given the reactants Cl[C:2]1[CH:7]=[CH:6][N:5]2[N:8]=[CH:9][C:10]([C:11]([O:13][CH2:14][CH3:15])=[O:12])=[C:4]2[N:3]=1.Cl.Cl.[F:18][C:19]1[CH:20]=[N:21][CH:22]=[C:23]([C@H:25]2[CH2:29][CH2:28][CH2:27][NH:26]2)[CH:24]=1.C(N(C(C)C)CC)(C)C, predict the reaction product. The product is: [F:18][C:19]1[CH:24]=[C:23]([CH:25]2[CH2:29][CH2:28][CH2:27][N:26]2[C:2]2[CH:7]=[CH:6][N:5]3[N:8]=[CH:9][C:10]([C:11]([O:13][CH2:14][CH3:15])=[O:12])=[C:4]3[N:3]=2)[CH:22]=[N:21][CH:20]=1.